From a dataset of Forward reaction prediction with 1.9M reactions from USPTO patents (1976-2016). Predict the product of the given reaction. (1) The product is: [NH2:9][CH2:10][CH2:11][CH2:12][NH:13][C@:14]12[CH2:49][CH2:48][C@@H:47]([C:50]([CH3:52])=[CH2:51])[C@@H:15]1[C@@H:16]1[C@@:29]([CH3:32])([CH2:30][CH2:31]2)[C@@:28]2([CH3:33])[C@@H:19]([C@:20]3([CH3:46])[C@@H:25]([CH2:26][CH2:27]2)[C:24]([CH3:35])([CH3:34])[C:23]([C:36]2[CH:37]=[CH:38][C:39]([C:40]([O:42][CH3:43])=[O:41])=[CH:44][CH:45]=2)=[CH:22][CH2:21]3)[CH2:18][CH2:17]1. Given the reactants Cl.C(OC([NH:9][CH2:10][CH2:11][CH2:12][NH:13][C@:14]12[CH2:49][CH2:48][C@@H:47]([C:50]([CH3:52])=[CH2:51])[C@@H:15]1[C@@H:16]1[C@@:29]([CH3:32])([CH2:30][CH2:31]2)[C@@:28]2([CH3:33])[C@@H:19]([C@:20]3([CH3:46])[C@@H:25]([CH2:26][CH2:27]2)[C:24]([CH3:35])([CH3:34])[C:23]([C:36]2[CH:45]=[CH:44][C:39]([C:40]([O:42][CH3:43])=[O:41])=[CH:38][CH:37]=2)=[CH:22][CH2:21]3)[CH2:18][CH2:17]1)=O)(C)(C)C, predict the reaction product. (2) Given the reactants C([O:3][C:4]([C:6]1[CH:7]=[N:8][C:9]2[C:14]([C:15]=1[OH:16])=[CH:13][CH:12]=[CH:11][CH:10]=2)=[O:5])C.O=C1C2C(=CC=CC=2)NC=C1C(O)=O, predict the reaction product. The product is: [O:16]=[C:15]1[C:14]2[C:9](=[CH:10][CH:11]=[CH:12][CH:13]=2)[NH:8][CH:7]=[C:6]1[C:4]([OH:5])=[O:3].